This data is from Full USPTO retrosynthesis dataset with 1.9M reactions from patents (1976-2016). The task is: Predict the reactants needed to synthesize the given product. (1) Given the product [ClH:19].[CH2:1]([O:8][C:9]1[CH:18]=[C:17]2[C:12]([C:13]([NH:20][C:21]3[CH:22]=[N:23][N:24]([CH2:26][C:27]([NH:29][C:30]4[CH:35]=[CH:34][CH:33]=[C:32]([F:36])[CH:31]=4)=[O:28])[CH:25]=3)=[N:14][CH:15]=[N:16]2)=[CH:11][CH:10]=1)[C:2]1[CH:7]=[CH:6][CH:5]=[CH:4][CH:3]=1, predict the reactants needed to synthesize it. The reactants are: [CH2:1]([O:8][C:9]1[CH:18]=[C:17]2[C:12]([C:13]([Cl:19])=[N:14][CH:15]=[N:16]2)=[CH:11][CH:10]=1)[C:2]1[CH:7]=[CH:6][CH:5]=[CH:4][CH:3]=1.[NH2:20][C:21]1[CH:22]=[N:23][N:24]([CH2:26][C:27]([NH:29][C:30]2[CH:35]=[CH:34][CH:33]=[C:32]([F:36])[CH:31]=2)=[O:28])[CH:25]=1. (2) Given the product [O:31]=[C:30]1[C:29]2[C:24](=[CH:25][CH:26]=[CH:27][CH:28]=2)[C:23](=[O:32])[N:22]1[C:18]1[N:17]=[CH:16][CH:15]=[C:14]2[C:19]=1[CH:20]=[N:21][C:12]([NH:11][CH:8]=[O:10])=[CH:13]2, predict the reactants needed to synthesize it. The reactants are: C(OC(=O)C)(=O)C.[CH:8]([OH:10])=O.[NH2:11][C:12]1[CH:13]=[C:14]2[C:19](=[CH:20][N:21]=1)[C:18]([N:22]1[C:30](=[O:31])[C:29]3[C:24](=[CH:25][CH:26]=[CH:27][CH:28]=3)[C:23]1=[O:32])=[N:17][CH:16]=[CH:15]2. (3) Given the product [Br:2][C:3]1[CH:4]=[C:5]([C:6]2[N:8]=[C:16]([C:17]([OH:19])=[O:18])[CH:15]=[C:14]([C:13]([F:25])([F:24])[F:12])[N:7]=2)[CH:9]=[CH:10][CH:11]=1, predict the reactants needed to synthesize it. The reactants are: Cl.[Br:2][C:3]1[CH:4]=[C:5]([CH:9]=[CH:10][CH:11]=1)[C:6]([NH2:8])=[NH:7].[F:12][C:13]([F:25])([F:24])[C:14](=O)[CH2:15][C:16](=O)[C:17]([O:19]CC)=[O:18].[O-]CC.[Na+]. (4) Given the product [CH3:15][S:16]([O:11][CH2:10][CH2:9][N:8]([CH2:1][C:2]1[CH:7]=[CH:6][CH:5]=[CH:4][CH:3]=1)[CH3:12])(=[O:18])=[O:17], predict the reactants needed to synthesize it. The reactants are: [CH2:1]([N:8]([CH3:12])[CH2:9][CH2:10][OH:11])[C:2]1[CH:7]=[CH:6][CH:5]=[CH:4][CH:3]=1.[OH-].[Na+].[CH3:15][S:16](Cl)(=[O:18])=[O:17].[Na+].[Cl-]. (5) Given the product [CH3:24][O:19][C:18]([C@@H:17]1[CH2:16][C:15]2[C:10](=[CH:11][C:12]([N+:21]([O-:23])=[O:22])=[CH:13][CH:14]=2)[CH2:9][N:8]1[C:6]([O:5][C:1]([CH3:4])([CH3:2])[CH3:3])=[O:7])=[O:20], predict the reactants needed to synthesize it. The reactants are: [C:1]([O:5][C:6]([N:8]1[C@H:17]([C:18]([OH:20])=[O:19])[CH2:16][C:15]2[C:10](=[CH:11][C:12]([N+:21]([O-:23])=[O:22])=[CH:13][CH:14]=2)[CH2:9]1)=[O:7])([CH3:4])([CH3:3])[CH3:2].[CH3:24][Si](C=[N+]=[N-])(C)C.C(O)(=O)C. (6) Given the product [OH:1][CH2:2][CH:3]([C:9]1[CH:14]=[C:13]([CH3:15])[CH:12]=[C:11]([O:16][CH3:17])[CH:10]=1)[C:4]([O:6][CH2:7][CH3:8])=[O:5], predict the reactants needed to synthesize it. The reactants are: [O:1]=[CH:2][CH:3]([C:9]1[CH:14]=[C:13]([CH3:15])[CH:12]=[C:11]([O:16][CH3:17])[CH:10]=1)[C:4]([O:6][CH2:7][CH3:8])=[O:5].[BH4-].[Na+].O. (7) Given the product [F:32][CH2:31][C@H:30]([C:27]1[CH:28]=[CH:29][C:24]([S:21]([NH:20][C:17]2[C:16]([CH3:34])=[N:15][C:14]([N:11]3[CH2:12][CH2:13][NH:8][C@@H:9]([CH3:35])[CH2:10]3)=[CH:19][CH:18]=2)(=[O:23])=[O:22])=[CH:25][CH:26]=1)[CH3:33], predict the reactants needed to synthesize it. The reactants are: C(OC([N:8]1[CH2:13][CH2:12][N:11]([C:14]2[CH:19]=[CH:18][C:17]([NH:20][S:21]([C:24]3[CH:29]=[CH:28][C:27]([C@H:30]([CH3:33])[CH2:31][F:32])=[CH:26][CH:25]=3)(=[O:23])=[O:22])=[C:16]([CH3:34])[N:15]=2)[CH2:10][C@@H:9]1[CH3:35])=O)(C)(C)C.Cl.